From a dataset of Peptide-MHC class I binding affinity with 185,985 pairs from IEDB/IMGT. Regression. Given a peptide amino acid sequence and an MHC pseudo amino acid sequence, predict their binding affinity value. This is MHC class I binding data. (1) The peptide sequence is NITTLLNET. The MHC is HLA-A02:02 with pseudo-sequence HLA-A02:02. The binding affinity (normalized) is 0.338. (2) The peptide sequence is LAGAWGDLW. The MHC is Mamu-A70103 with pseudo-sequence Mamu-A70103. The binding affinity (normalized) is 0.116. (3) The peptide sequence is MHDPHSIPL. The MHC is HLA-B57:01 with pseudo-sequence HLA-B57:01. The binding affinity (normalized) is 0.0847. (4) The peptide sequence is EWMLIAAKMK. The MHC is HLA-A03:01 with pseudo-sequence HLA-A03:01. The binding affinity (normalized) is 0.197. (5) The peptide sequence is TIPLFCATKNR. The MHC is Mamu-B08 with pseudo-sequence Mamu-B08. The binding affinity (normalized) is 0.